Dataset: Catalyst prediction with 721,799 reactions and 888 catalyst types from USPTO. Task: Predict which catalyst facilitates the given reaction. (1) Reactant: [Cl:1][C:2]1[S:6][C:5]([C:7]([NH:9][CH2:10][C@H:11]([NH:23][S:24]([C:27]2[CH:32]=[CH:31][CH:30]=[C:29]([N:33]3[CH2:38][CH2:37][CH2:36][CH2:35][C:34]3=[O:39])[C:28]=2[O:40][CH:41]([F:43])[F:42])(=[O:26])=[O:25])[C:12]([N:14]2[CH2:19][CH2:18][CH:17]([C:20](O)=[O:21])[CH2:16][CH2:15]2)=[O:13])=[O:8])=[CH:4][CH:3]=1.CCN(C(C)C)C(C)C.CN(C(ON1N=NC2C=CC=CC1=2)=[N+](C)C)C.[B-](F)(F)(F)F.C1C=[N:79][C:78]2[N:81](O)N=N[C:77]=2C=1.ONC(=N)C. Product: [F:42][CH:41]([F:43])[O:40][C:28]1[C:29]([N:33]2[CH2:38][CH2:37][CH2:36][CH2:35][C:34]2=[O:39])=[CH:30][CH:31]=[CH:32][C:27]=1[S:24]([NH:23][C@H:11]([C:12]([N:14]1[CH2:19][CH2:18][CH:17]([C:20]2[O:21][N:81]=[C:78]([CH3:77])[N:79]=2)[CH2:16][CH2:15]1)=[O:13])[CH2:10][NH:9][C:7]([C:5]1[S:6][C:2]([Cl:1])=[CH:3][CH:4]=1)=[O:8])(=[O:26])=[O:25]. The catalyst class is: 3. (2) Reactant: FC(F)(F)C(O)=O.[Cl:8][C:9]1[C:10]([F:37])=[C:11]([CH:15]2[C:19]([C:22]3[CH:27]=[CH:26][C:25]([Cl:28])=[CH:24][CH:23]=3)([C:20]#[N:21])[CH:18]([CH2:29][C:30]([CH3:33])([CH3:32])[CH3:31])[NH:17][CH:16]2[C:34]([OH:36])=O)[CH:12]=[CH:13][CH:14]=1.[C:38]([NH:41][CH2:42][CH2:43][NH2:44])(=[O:40])[CH3:39].CN(C(ON1N=NC2C=CC=NC1=2)=[N+](C)C)C.F[P-](F)(F)(F)(F)F.CCN(C(C)C)C(C)C. Product: [C:38]([NH:41][CH2:42][CH2:43][NH:44][C:34]([CH:16]1[CH:15]([C:11]2[CH:12]=[CH:13][CH:14]=[C:9]([Cl:8])[C:10]=2[F:37])[C:19]([C:22]2[CH:23]=[CH:24][C:25]([Cl:28])=[CH:26][CH:27]=2)([C:20]#[N:21])[CH:18]([CH2:29][C:30]([CH3:33])([CH3:31])[CH3:32])[NH:17]1)=[O:36])(=[O:40])[CH3:39]. The catalyst class is: 2. (3) Reactant: Cl[C:2]1[C:7]([C:8]#[N:9])=[CH:6][CH:5]=[C:4]([C:10]2[CH:15]=[CH:14][C:13]([F:16])=[CH:12][CH:11]=2)[N:3]=1.Cl.[NH:18]1[CH2:23][CH2:22][CH2:21][CH:20]([NH:24][C:25]2[N:30]=[CH:29][C:28]([C:31]#[N:32])=[CH:27][CH:26]=2)[CH2:19]1.C(N(CC)C(C)C)(C)C. Product: [C:31]([C:28]1[CH:27]=[CH:26][C:25]([NH:24][CH:20]2[CH2:21][CH2:22][CH2:23][N:18]([C:2]3[C:7]([C:8]#[N:9])=[CH:6][CH:5]=[C:4]([C:10]4[CH:15]=[CH:14][C:13]([F:16])=[CH:12][CH:11]=4)[N:3]=3)[CH2:19]2)=[N:30][CH:29]=1)#[N:32]. The catalyst class is: 16.